From a dataset of Catalyst prediction with 721,799 reactions and 888 catalyst types from USPTO. Predict which catalyst facilitates the given reaction. (1) The catalyst class is: 2. Product: [Br:12][C:13]1[C:14]([CH3:20])=[CH:15][C:16]([NH:17][C:4](=[O:5])[C:3]2[C:2]([F:1])=[CH:10][CH:9]=[CH:8][C:7]=2[F:11])=[N:21][CH:19]=1. Reactant: [F:1][C:2]1[CH:10]=[CH:9][CH:8]=[C:7]([F:11])[C:3]=1[C:4](Cl)=[O:5].[Br:12][C:13]1[CH:19]=C[C:16]([NH2:17])=[CH:15][C:14]=1[CH3:20].[N:21]1C=CC=CC=1.O. (2) Reactant: [Si:1]([O:18][CH2:19][C:20]1[C:21]([O:28][CH2:29][C:30]2[CH:35]=[CH:34][C:33]([O:36][CH3:37])=[CH:32][CH:31]=2)=[N:22][C:23](SC)=[N:24][CH:25]=1)([C:14]([CH3:17])([CH3:16])[CH3:15])([C:8]1[CH:13]=[CH:12][CH:11]=[CH:10][CH:9]=1)[C:2]1[CH:7]=[CH:6][CH:5]=[CH:4][CH:3]=1.C([Sn](CCCC)(CCCC)[C:43]([O:45][CH2:46][CH3:47])=[CH2:44])CCC.S(C)C.O. Product: [Si:1]([O:18][CH2:19][C:20]1[C:21]([O:28][CH2:29][C:30]2[CH:35]=[CH:34][C:33]([O:36][CH3:37])=[CH:32][CH:31]=2)=[N:22][C:23]([C:43]([O:45][CH2:46][CH3:47])=[CH2:44])=[N:24][CH:25]=1)([C:14]([CH3:17])([CH3:16])[CH3:15])([C:8]1[CH:13]=[CH:12][CH:11]=[CH:10][CH:9]=1)[C:2]1[CH:7]=[CH:6][CH:5]=[CH:4][CH:3]=1. The catalyst class is: 176.